The task is: Predict the reaction yield, written as a fraction of the theoretical maximum amount of product (1.0 means a 100% yield; for example, 0.34 means a 34% yield).. This data is from Reaction yield outcomes from USPTO patents with 853,638 reactions. (1) The reactants are [CH3:1][C:2]1[N:6]([CH2:7][C:8]2[C:17]3[C:12](=[CH:13][CH:14]=[CH:15][CH:16]=3)[CH:11]=[CH:10][CH:9]=2)[C:5]2[CH:18]=[C:19]([N:25]3[CH2:30][CH2:29][O:28][CH2:27][CH2:26]3)[CH:20]=[C:21]([C:22]([OH:24])=O)[C:4]=2[N:3]=1.C(Cl)CCl.[CH3:35][S:36]([NH2:39])(=[O:38])=[O:37]. The catalyst is CN(C)C=O.CN(C1C=CN=CC=1)C. The product is [CH3:1][C:2]1[N:6]([CH2:7][C:8]2[C:17]3[C:12](=[CH:13][CH:14]=[CH:15][CH:16]=3)[CH:11]=[CH:10][CH:9]=2)[C:5]2[CH:18]=[C:19]([N:25]3[CH2:30][CH2:29][O:28][CH2:27][CH2:26]3)[CH:20]=[C:21]([C:22]([NH:39][S:36]([CH3:35])(=[O:38])=[O:37])=[O:24])[C:4]=2[N:3]=1. The yield is 0.390. (2) The reactants are I[C:2]1[CH:7]=[CH:6][C:5]([O:8][CH2:9][C:10]2[CH:15]=[CH:14][CH:13]=[CH:12][CH:11]=2)=[CH:4][CH:3]=1.C([Li])CCC.[O:21]=[C:22]1[CH2:27][CH2:26][N:25]([C:28]([O:30][C:31]([CH3:34])([CH3:33])[CH3:32])=[O:29])[CH2:24][CH2:23]1.[Cl-].[NH4+]. The product is [OH:21][C:22]1([C:2]2[CH:7]=[CH:6][C:5]([O:8][CH2:9][C:10]3[CH:15]=[CH:14][CH:13]=[CH:12][CH:11]=3)=[CH:4][CH:3]=2)[CH2:23][CH2:24][N:25]([C:28]([O:30][C:31]([CH3:34])([CH3:33])[CH3:32])=[O:29])[CH2:26][CH2:27]1. The catalyst is C1COCC1. The yield is 0.510.